Dataset: Full USPTO retrosynthesis dataset with 1.9M reactions from patents (1976-2016). Task: Predict the reactants needed to synthesize the given product. (1) Given the product [Cl:26][C:18]1[CH:17]=[C:16]([C:13]2[N:12]=[C:11]([C:8]3[CH:9]=[CH:10][C:5]([CH2:4][NH2:1])=[CH:6][CH:7]=3)[O:15][N:14]=2)[CH:21]=[CH:20][C:19]=1[O:22][CH:23]([CH3:25])[CH3:24], predict the reactants needed to synthesize it. The reactants are: [N:1]([CH2:4][C:5]1[CH:10]=[CH:9][C:8]([C:11]2[O:15][N:14]=[C:13]([C:16]3[CH:21]=[CH:20][C:19]([O:22][CH:23]([CH3:25])[CH3:24])=[C:18]([Cl:26])[CH:17]=3)[N:12]=2)=[CH:7][CH:6]=1)=[N+]=[N-].C1(P(C2C=CC=CC=2)C2C=CC=CC=2)C=CC=CC=1. (2) Given the product [NH2:1][C:2]1[CH:11]=[CH:10][C:9]([CH2:12][NH:13][S:14]([CH3:17])(=[O:16])=[O:15])=[CH:8][C:3]=1[C:4]([OH:6])=[O:5], predict the reactants needed to synthesize it. The reactants are: [NH2:1][C:2]1[CH:11]=[CH:10][C:9]([CH2:12][NH:13][S:14]([CH3:17])(=[O:16])=[O:15])=[CH:8][C:3]=1[C:4]([O:6]C)=[O:5].O[Li].O.Cl.